Dataset: Forward reaction prediction with 1.9M reactions from USPTO patents (1976-2016). Task: Predict the product of the given reaction. (1) Given the reactants [C:1]1([N:6]2[CH2:10][CH2:9][CH2:8][CH2:7]2)[CH2:5][CH2:4][CH2:3][CH:2]=1.[H][H].[CH2:13]([OH:15])C, predict the reaction product. The product is: [OH-:15].[CH:1]1([N+:6]2([CH3:13])[CH2:10][CH2:9][CH2:8][CH2:7]2)[CH2:5][CH2:4][CH2:3][CH2:2]1. (2) Given the reactants [Cl:1][C:2]1[CH:17]=[CH:16][C:5]([O:6][C:7]2[CH:15]=[CH:14][C:10]([C:11](O)=[O:12])=[CH:9][CH:8]=2)=[C:4]([O:18][CH3:19])[CH:3]=1.[CH3:20][N:21]([CH3:26])[S:22]([NH2:25])(=[O:24])=[O:23], predict the reaction product. The product is: [Cl:1][C:2]1[CH:17]=[CH:16][C:5]([O:6][C:7]2[CH:15]=[CH:14][C:10]([C:11]([NH:25][S:22]([N:21]([CH3:26])[CH3:20])(=[O:24])=[O:23])=[O:12])=[CH:9][CH:8]=2)=[C:4]([O:18][CH3:19])[CH:3]=1. (3) Given the reactants CC1(C)[O:6][CH:5]([CH2:7][O:8][C:9]2[CH:14]=[CH:13][N:12]3[C:15]([C:18]([NH:20][C:21]4[CH:29]=[CH:28][CH:27]=[C:26]5[C:22]=4[C:23]([CH3:38])=[N:24][N:25]5[CH2:30][C:31]4[CH:36]=[CH:35][CH:34]=[C:33]([CH3:37])[N:32]=4)=[O:19])=[CH:16][N:17]=[C:11]3[CH:10]=2)[CH2:4][O:3]1, predict the reaction product. The product is: [OH:6][CH:5]([CH2:4][OH:3])[CH2:7][O:8][C:9]1[CH:14]=[CH:13][N:12]2[C:15]([C:18]([NH:20][C:21]3[CH:29]=[CH:28][CH:27]=[C:26]4[C:22]=3[C:23]([CH3:38])=[N:24][N:25]4[CH2:30][C:31]3[CH:36]=[CH:35][CH:34]=[C:33]([CH3:37])[N:32]=3)=[O:19])=[CH:16][N:17]=[C:11]2[CH:10]=1.